Dataset: Catalyst prediction with 721,799 reactions and 888 catalyst types from USPTO. Task: Predict which catalyst facilitates the given reaction. (1) Reactant: [CH3:1][O:2][C:3]1[C:11]2[O:10][C:9]([CH3:13])([CH3:12])[CH2:8][C:7]=2[CH:6]=[C:5]([CH:14]=O)[CH:4]=1.[I-].[CH:17]([P+](C1C=CC=CC=1)(C1C=CC=CC=1)C1C=CC=CC=1)([CH3:19])[CH3:18].[H-].[Na+].[Cl-].[NH4+]. Product: [CH3:1][O:2][C:3]1[C:11]2[O:10][C:9]([CH3:12])([CH3:13])[CH2:8][C:7]=2[CH:6]=[C:5]([CH:14]=[C:17]([CH3:19])[CH3:18])[CH:4]=1. The catalyst class is: 7. (2) Reactant: C[O:2][C:3](=[O:17])[C:4]1[CH:9]=[C:8]([C:10]2[N:11]=[C:12]([CH3:15])[S:13][CH:14]=2)[CH:7]=[CH:6][C:5]=1[Cl:16].[OH-].[Na+]. Product: [Cl:16][C:5]1[CH:6]=[CH:7][C:8]([C:10]2[N:11]=[C:12]([CH3:15])[S:13][CH:14]=2)=[CH:9][C:4]=1[C:3]([OH:17])=[O:2]. The catalyst class is: 107. (3) Reactant: O1CCCCC1[O:7][NH:8][C:9]([C:11]1([S:20]([C:23]2[CH:28]=[CH:27][C:26]([C:29]3[CH:34]=[CH:33][C:32]([CH2:35][CH2:36][CH2:37][C:38]([F:41])([F:40])[F:39])=[CH:31][CH:30]=3)=[CH:25][CH:24]=2)(=[O:22])=[O:21])[CH2:16][CH2:15][N:14]([CH:17]2C[CH2:18]2)[CH2:13][CH2:12]1)=[O:10].[ClH:42].[CH3:43][OH:44]. Product: [ClH:42].[OH:7][NH:8][C:9]([C:11]1([S:20]([C:23]2[CH:28]=[CH:27][C:26]([C:29]3[CH:30]=[CH:31][C:32]([CH2:35][CH2:36][CH2:37][C:38]([F:41])([F:39])[F:40])=[CH:33][CH:34]=3)=[CH:25][CH:24]=2)(=[O:22])=[O:21])[CH2:16][CH2:15][N:14]([CH2:17][CH2:18][O:44][CH3:43])[CH2:13][CH2:12]1)=[O:10]. The catalyst class is: 12. (4) Reactant: [ClH:1].O1CCOCC1.[O:8]1[C:16]2[C:11](=[N:12][CH:13]=[CH:14][CH:15]=2)[N:10]=[C:9]1[N:17]1[CH2:22][CH2:21][N:20](C(OC(C)(C)C)=O)[CH2:19][CH:18]1[CH2:30][O:31][C:32]1[CH:33]=[N:34][CH:35]=[CH:36][CH:37]=1. Product: [ClH:1].[N:34]1[CH:35]=[CH:36][CH:37]=[C:32]([O:31][CH2:30][CH:18]2[CH2:19][NH:20][CH2:21][CH2:22][N:17]2[C:9]2[O:8][C:16]3[C:11]([N:10]=2)=[N:12][CH:13]=[CH:14][CH:15]=3)[CH:33]=1. The catalyst class is: 5. (5) Reactant: C([O:5][C:6](=[O:20])[C:7]([S:10][C:11]1[S:12][CH:13]=[C:14]([CH2:16][CH2:17][CH2:18][NH2:19])[N:15]=1)([CH3:9])[CH3:8])(C)(C)C.Cl[C:22]1[N:29]=[CH:28][CH:27]=[CH:26][C:23]=1[C:24]#[N:25].[F:30][C:31]([F:36])([F:35])[C:32]([OH:34])=[O:33]. Product: [F:30][C:31]([F:36])([F:35])[C:32]([OH:34])=[O:33].[C:24]([C:23]1[C:22]([N:19]([CH2:13][CH2:14][CH2:16][CH2:17][CH2:18][CH2:31][CH3:32])[CH2:18][CH2:17][CH2:16][C:14]2[N:15]=[C:11]([S:10][C:7]([CH3:8])([CH3:9])[C:6]([OH:5])=[O:20])[S:12][CH:13]=2)=[N:29][CH:28]=[CH:27][CH:26]=1)#[N:25]. The catalyst class is: 4. (6) Product: [Cl:16][C:17]1[S:18][C:19]([Cl:25])=[CH:20][C:21]=1[C:22]([NH:1][C:2]1[CH:3]=[CH:4][C:5]([CH3:9])=[CH:6][C:7]=1[OH:8])=[O:23]. The catalyst class is: 1. Reactant: [NH2:1][C:2]1[CH:3]=[CH:4][C:5]([CH3:9])=[CH:6][C:7]=1[OH:8].N1C=CC=CC=1.[Cl:16][C:17]1[S:18][C:19]([Cl:25])=[CH:20][C:21]=1[C:22](Cl)=[O:23].